Dataset: HIV replication inhibition screening data with 41,000+ compounds from the AIDS Antiviral Screen. Task: Binary Classification. Given a drug SMILES string, predict its activity (active/inactive) in a high-throughput screening assay against a specified biological target. (1) The molecule is Cl.NC1CC2C3CCC2C1C3=O. The result is 0 (inactive). (2) The drug is S=c1[nH]nc(COc2ccc(Cl)cc2)n1-c1ccccc1. The result is 0 (inactive).